Task: Predict the product of the given reaction.. Dataset: Forward reaction prediction with 1.9M reactions from USPTO patents (1976-2016) (1) Given the reactants [N:1]1([C:6]2[C:7]([CH2:12][C:13]([O:15]CC)=[O:14])=[N:8][CH:9]=[CH:10][CH:11]=2)[CH:5]=[N:4][N:3]=[N:2]1.Cl, predict the reaction product. The product is: [N:1]1([C:6]2[C:7]([CH2:12][C:13]([OH:15])=[O:14])=[N:8][CH:9]=[CH:10][CH:11]=2)[CH:5]=[N:4][N:3]=[N:2]1. (2) Given the reactants Br[CH2:2][C:3]([C:5]1[CH:10]=[CH:9][C:8]([S:11][CH3:12])=[CH:7][CH:6]=1)=O.[C:13]([CH:16]1[CH2:21][CH2:20][N:19]([C:22]([O:24][C:25]([CH3:28])([CH3:27])[CH3:26])=[O:23])[CH2:18][CH2:17]1)(=[O:15])[NH2:14], predict the reaction product. The product is: [CH3:12][S:11][C:8]1[CH:9]=[CH:10][C:5]([C:3]2[N:14]=[C:13]([CH:16]3[CH2:21][CH2:20][N:19]([C:22]([O:24][C:25]([CH3:28])([CH3:27])[CH3:26])=[O:23])[CH2:18][CH2:17]3)[O:15][CH:2]=2)=[CH:6][CH:7]=1. (3) Given the reactants Br[C:2]1[CH:7]=[CH:6][C:5]([C@@H:8]2[CH2:27][CH2:26][CH2:25][C@:9]32[N:13]([CH3:14])[C:12](=[O:15])[N:11]([C:16]2[CH:21]=[C:20]([Cl:22])[CH:19]=[C:18]([Cl:23])[CH:17]=2)[C:10]3=[O:24])=[CH:4][CH:3]=1.[F:28][C:29]1[CH:34]=[CH:33][C:32](B(O)O)=[CH:31][CH:30]=1, predict the reaction product. The product is: [Cl:23][C:18]1[CH:17]=[C:16]([N:11]2[C:10](=[O:24])[C@:9]3([CH2:25][CH2:26][CH2:27][C@H:8]3[C:5]3[CH:6]=[CH:7][C:2]([C:32]4[CH:33]=[CH:34][C:29]([F:28])=[CH:30][CH:31]=4)=[CH:3][CH:4]=3)[N:13]([CH3:14])[C:12]2=[O:15])[CH:21]=[C:20]([Cl:22])[CH:19]=1. (4) Given the reactants [I:1][C:2]1[C:7]([CH2:8][O:9][CH2:10][CH2:11][NH:12]C(OC(C)(C)C)=O)=[C:6]([I:20])[C:5]([CH2:21][O:22][CH2:23][CH2:24][NH:25]C(OC(C)(C)C)=O)=[C:4]([I:33])[C:3]=1[CH2:34][O:35][CH2:36][CH2:37][NH:38]C(OC(C)(C)C)=O.FC(F)(F)C(O)=O.C(OCC)C.[OH-].[Na+], predict the reaction product. The product is: [I:1][C:2]1[C:3]([CH2:34][O:35][CH2:36][CH2:37][NH2:38])=[C:4]([I:33])[C:5]([CH2:21][O:22][CH2:23][CH2:24][NH2:25])=[C:6]([I:20])[C:7]=1[CH2:8][O:9][CH2:10][CH2:11][NH2:12]. (5) Given the reactants [Cl:1][C:2]1[CH:44]=[C:43]([CH3:45])[CH:42]=[C:41]([Cl:46])[C:3]=1[O:4][CH2:5][CH2:6][O:7][C:8]1[CH:13]=[CH:12][C:11]([CH2:14][CH:15]([C:25]2[CH:30]=[CH:29][C:28](B3OC(C)(C)C(C)(C)O3)=[CH:27][C:26]=2[CH3:40])[CH2:16][NH:17][C:18](=[O:24])[O:19][C:20]([CH3:23])([CH3:22])[CH3:21])=[CH:10][CH:9]=1.[CH3:47][N:48]([CH3:53])[C:49](=[O:52])[CH2:50][CH3:51], predict the reaction product. The product is: [Cl:46][C:41]1[CH:42]=[C:43]([CH3:45])[CH:44]=[C:2]([Cl:1])[C:3]=1[O:4][CH2:5][CH2:6][O:7][C:8]1[CH:9]=[CH:10][C:11]([CH2:14][CH:15]([C:25]2[CH:30]=[CH:29][C:28]([C:2]3[CH:44]=[CH:43][CH:42]=[CH:41][C:3]=3[CH2:51][CH2:50][C:49]([N:48]([CH3:53])[CH3:47])=[O:52])=[CH:27][C:26]=2[CH3:40])[CH2:16][NH:17][C:18](=[O:24])[O:19][C:20]([CH3:22])([CH3:23])[CH3:21])=[CH:12][CH:13]=1. (6) Given the reactants Br[C:2]1[CH:7]=[CH:6][C:5]([C:8](=[O:10])[CH3:9])=[CH:4][CH:3]=1.[F:11][C:12]1[CH:17]=[CH:16][C:15](B(O)O)=[CH:14][CH:13]=1.C(=O)([O-])[O-].[K+].[K+], predict the reaction product. The product is: [F:11][C:12]1[CH:17]=[CH:16][C:15]([C:2]2[CH:7]=[CH:6][C:5]([C:8](=[O:10])[CH3:9])=[CH:4][CH:3]=2)=[CH:14][CH:13]=1. (7) Given the reactants [Na].CC(S)(C)C.C[S:8][C:9]1[CH:16]=[CH:15][C:12]([CH:13]=[O:14])=[CH:11][CH:10]=1.Cl, predict the reaction product. The product is: [SH:8][C:9]1[CH:16]=[CH:15][C:12]([CH:13]=[O:14])=[CH:11][CH:10]=1.